From a dataset of Peptide-MHC class II binding affinity with 134,281 pairs from IEDB. Regression. Given a peptide amino acid sequence and an MHC pseudo amino acid sequence, predict their binding affinity value. This is MHC class II binding data. (1) The peptide sequence is YVGDLNTKLMTRLVE. The MHC is DRB1_0101 with pseudo-sequence DRB1_0101. The binding affinity (normalized) is 0.680. (2) The peptide sequence is AGALEVHAVKPVTEE. The MHC is HLA-DPA10103-DPB10401 with pseudo-sequence HLA-DPA10103-DPB10401. The binding affinity (normalized) is 0.139. (3) The peptide sequence is RVEYHFLSPYVSPKESP. The MHC is DRB1_0401 with pseudo-sequence DRB1_0401. The binding affinity (normalized) is 0.0970. (4) The peptide sequence is DIFYFKCDRGSIS. The MHC is DRB1_0401 with pseudo-sequence DRB1_0401. The binding affinity (normalized) is 0.263. (5) The peptide sequence is YGSFVRTVSLPVGAD. The MHC is DRB1_0405 with pseudo-sequence DRB1_0405. The binding affinity (normalized) is 0.621. (6) The peptide sequence is MPVDPDNEAYEMPSE. The MHC is DRB1_1501 with pseudo-sequence DRB1_1501. The binding affinity (normalized) is 0.203. (7) The peptide sequence is EKKYFAATQFDPLAA. The MHC is HLA-DQA10401-DQB10402 with pseudo-sequence HLA-DQA10401-DQB10402. The binding affinity (normalized) is 0.268. (8) The peptide sequence is TISSYFVGKMYFNLIDTK. The MHC is DRB4_0101 with pseudo-sequence DRB4_0103. The binding affinity (normalized) is 0.446. (9) The peptide sequence is VPLYNRFSYIPNGAL. The MHC is DRB4_0101 with pseudo-sequence DRB4_0103. The binding affinity (normalized) is 0.415. (10) The peptide sequence is HLYYNSNIGKII. The MHC is HLA-DQA10101-DQB10501 with pseudo-sequence HLA-DQA10101-DQB10501. The binding affinity (normalized) is 0.115.